From a dataset of CYP2C19 inhibition data for predicting drug metabolism from PubChem BioAssay. Regression/Classification. Given a drug SMILES string, predict its absorption, distribution, metabolism, or excretion properties. Task type varies by dataset: regression for continuous measurements (e.g., permeability, clearance, half-life) or binary classification for categorical outcomes (e.g., BBB penetration, CYP inhibition). Dataset: cyp2c19_veith. (1) The molecule is O=S(=O)(N/N=C/c1ccc2c(c1)OCCO2)c1ccc(Cl)cc1. The result is 1 (inhibitor). (2) The molecule is CN(C)[C@@H]1C(=O)C(C(N)=O)=C(O)[C@]2(O)C(=O)C3=C(O)c4c(O)ccc(Cl)c4[C@](C)(O)[C@H]3C[C@@H]12. The result is 0 (non-inhibitor). (3) The result is 1 (inhibitor). The drug is COc1cc(C2C(C#N)=C(N)N(Nc3ccccc3)C3=C2C(=O)CC(C)(C)C3)ccc1OCc1cccc(F)c1. (4) The compound is COc1ccc(CC(=O)N2CCN(c3ccc(C4=NNC(=O)CC4C)cc3)CC2)cc1. The result is 0 (non-inhibitor).